From a dataset of Full USPTO retrosynthesis dataset with 1.9M reactions from patents (1976-2016). Predict the reactants needed to synthesize the given product. Given the product [CH3:13][O:14][C:15](=[O:26])[CH:16]([C:17]1[CH:25]=[CH:24][C:20]2[N:21]=[CH:22][S:23][C:19]=2[CH:18]=1)[CH3:2], predict the reactants needed to synthesize it. The reactants are: [Li][CH2:2]CCC.C(NC(C)C)(C)C.[CH3:13][O:14][C:15](=[O:26])[CH2:16][C:17]1[CH:25]=[CH:24][C:20]2[N:21]=[CH:22][S:23][C:19]=2[CH:18]=1.CN(C)P(N(C)C)(N(C)C)=O.CI.